Dataset: NCI-60 drug combinations with 297,098 pairs across 59 cell lines. Task: Regression. Given two drug SMILES strings and cell line genomic features, predict the synergy score measuring deviation from expected non-interaction effect. (1) Drug 1: CN1C2=C(C=C(C=C2)N(CCCl)CCCl)N=C1CCCC(=O)O.Cl. Drug 2: CN(CCCl)CCCl.Cl. Cell line: CAKI-1. Synergy scores: CSS=6.39, Synergy_ZIP=-3.56, Synergy_Bliss=-1.10, Synergy_Loewe=-18.3, Synergy_HSA=-4.96. (2) Drug 1: C1CC(C1)(C(=O)O)C(=O)O.[NH2-].[NH2-].[Pt+2]. Drug 2: CN1C(=O)N2C=NC(=C2N=N1)C(=O)N. Cell line: RXF 393. Synergy scores: CSS=3.39, Synergy_ZIP=0.0213, Synergy_Bliss=2.31, Synergy_Loewe=0.0161, Synergy_HSA=1.16. (3) Drug 1: C1=CC(=CC=C1CCCC(=O)O)N(CCCl)CCCl. Drug 2: CC1CCCC2(C(O2)CC(NC(=O)CC(C(C(=O)C(C1O)C)(C)C)O)C(=CC3=CSC(=N3)C)C)C. Cell line: MDA-MB-231. Synergy scores: CSS=16.7, Synergy_ZIP=-8.94, Synergy_Bliss=-6.15, Synergy_Loewe=-5.07, Synergy_HSA=-5.07. (4) Drug 1: CN(C)C1=NC(=NC(=N1)N(C)C)N(C)C. Drug 2: C1C(C(OC1N2C=NC3=C2NC=NCC3O)CO)O. Cell line: HCT-15. Synergy scores: CSS=-4.21, Synergy_ZIP=0.990, Synergy_Bliss=-2.45, Synergy_Loewe=-5.47, Synergy_HSA=-5.60. (5) Drug 1: CC1OCC2C(O1)C(C(C(O2)OC3C4COC(=O)C4C(C5=CC6=C(C=C35)OCO6)C7=CC(=C(C(=C7)OC)O)OC)O)O. Drug 2: CN(C(=O)NC(C=O)C(C(C(CO)O)O)O)N=O. Cell line: KM12. Synergy scores: CSS=11.9, Synergy_ZIP=-1.96, Synergy_Bliss=0.857, Synergy_Loewe=-11.6, Synergy_HSA=0.601. (6) Drug 1: COC1=CC(=CC(=C1O)OC)C2C3C(COC3=O)C(C4=CC5=C(C=C24)OCO5)OC6C(C(C7C(O6)COC(O7)C8=CC=CS8)O)O. Drug 2: C1=CC=C(C=C1)NC(=O)CCCCCCC(=O)NO. Cell line: DU-145. Synergy scores: CSS=57.0, Synergy_ZIP=5.90, Synergy_Bliss=8.13, Synergy_Loewe=8.49, Synergy_HSA=11.2. (7) Drug 1: C1CN(CCN1C(=O)CCBr)C(=O)CCBr. Drug 2: C1C(C(OC1N2C=NC(=NC2=O)N)CO)O. Cell line: HS 578T. Synergy scores: CSS=33.0, Synergy_ZIP=-8.30, Synergy_Bliss=0.0852, Synergy_Loewe=5.05, Synergy_HSA=2.85. (8) Drug 1: COC1=NC(=NC2=C1N=CN2C3C(C(C(O3)CO)O)O)N. Drug 2: C1CC(=O)NC(=O)C1N2C(=O)C3=CC=CC=C3C2=O. Cell line: BT-549. Synergy scores: CSS=-9.01, Synergy_ZIP=2.80, Synergy_Bliss=2.11, Synergy_Loewe=-4.82, Synergy_HSA=-7.99.